Dataset: Full USPTO retrosynthesis dataset with 1.9M reactions from patents (1976-2016). Task: Predict the reactants needed to synthesize the given product. (1) Given the product [CH2:1]([O:8][C:9](=[O:17])[CH2:10][CH2:11][C@@H:12]([C:14]([OH:16])=[O:15])[NH:13][C:21](=[O:20])[C:22]([F:25])([F:24])[F:23])[C:2]1[CH:3]=[CH:4][CH:5]=[CH:6][CH:7]=1, predict the reactants needed to synthesize it. The reactants are: [CH2:1]([O:8][C:9](=[O:17])[CH2:10][CH2:11][C@@H:12]([C:14]([OH:16])=[O:15])[NH2:13])[C:2]1[CH:7]=[CH:6][CH:5]=[CH:4][CH:3]=1.C([O:20][C:21](=O)[C:22]([F:25])([F:24])[F:23])C. (2) Given the product [Si:14]([O:1][CH:2]1[CH2:6][CH2:5][C:4]([CH2:7][PH:8](=[O:13])[O:9][CH:10]([CH3:11])[CH3:12])=[CH:3]1)([C:17]([CH3:20])([CH3:19])[CH3:18])([CH3:16])[CH3:15], predict the reactants needed to synthesize it. The reactants are: [OH:1][CH:2]1[CH2:6][CH2:5][C:4]([CH2:7][PH:8](=[O:13])[O:9][CH:10]([CH3:12])[CH3:11])=[CH:3]1.[Si:14](Cl)([C:17]([CH3:20])([CH3:19])[CH3:18])([CH3:16])[CH3:15].C(N(CC)CC)C. (3) Given the product [CH3:30][NH:29][C:28]([C:27]1[C:23]2[CH2:22][O:21][C:16]3[CH:17]=[C:18]([O:19][CH3:20])[C:13]([C:11]4[CH:12]=[N:8][NH:9][CH:10]=4)=[CH:14][C:15]=3[C:24]=2[N:25]([C:36]2[CH:40]=[CH:39][S:38][CH:37]=2)[N:26]=1)=[O:35], predict the reactants needed to synthesize it. The reactants are: C(OC([N:8]1[CH:12]=[C:11]([C:13]2[C:18]([O:19][CH3:20])=[CH:17][C:16]3[O:21][CH2:22][C:23]4[C:27]([C:28](=[O:35])[N:29](C(C)(C)C)[CH3:30])=[N:26][N:25]([C:36]5[CH:40]=[CH:39][S:38][CH:37]=5)[C:24]=4[C:15]=3[CH:14]=2)[CH:10]=[N:9]1)=O)(C)(C)C.CO.Cl. (4) Given the product [Cl:1][C:2]1[CH:19]=[CH:18][C:5]([CH2:6][N:7]2[C:15]3[C:10](=[C:11]([NH:17][C:20](=[O:21])[O:22][C:23]([CH3:26])([CH3:25])[CH3:24])[CH:12]=[C:13]([F:16])[CH:14]=3)[CH:9]=[CH:8]2)=[CH:4][CH:3]=1, predict the reactants needed to synthesize it. The reactants are: [Cl:1][C:2]1[CH:19]=[CH:18][C:5]([CH2:6][N:7]2[C:15]3[CH:14]=[C:13]([F:16])[CH:12]=[C:11]([NH2:17])[C:10]=3[CH:9]=[CH:8]2)=[CH:4][CH:3]=1.[C:20](O[C:20]([O:22][C:23]([CH3:26])([CH3:25])[CH3:24])=[O:21])([O:22][C:23]([CH3:26])([CH3:25])[CH3:24])=[O:21]. (5) Given the product [NH:32]1[C:28]2=[N:29][CH:30]=[CH:31][C:26]([C:2]#[C:1][C:3]3[N:7]4[N:8]=[C:9]([C:12]5[CH:13]=[CH:14][C:15]([CH2:16][N:17]6[CH2:18][CH2:19][O:20][CH2:21][CH2:22]6)=[CH:23][CH:24]=5)[CH:10]=[CH:11][C:6]4=[N:5][CH:4]=3)=[C:27]2[CH:34]=[CH:33]1, predict the reactants needed to synthesize it. The reactants are: [C:1]([C:3]1[N:7]2[N:8]=[C:9]([C:12]3[CH:24]=[CH:23][C:15]([CH2:16][N:17]4[CH2:22][CH2:21][O:20][CH2:19][CH2:18]4)=[CH:14][CH:13]=3)[CH:10]=[CH:11][C:6]2=[N:5][CH:4]=1)#[CH:2].Br[C:26]1[CH:31]=[CH:30][N:29]=[C:28]2[NH:32][CH:33]=[CH:34][C:27]=12.C1C=CC(P(C2C=CC=CC=2)C2C=CC=CC=2)=CC=1.CCN(C(C)C)C(C)C. (6) Given the product [C:65]([O:64][C:62]([N:69]1[CH2:74][CH2:73][N:72]([C:24]([C:15]2[S:14][C:13]([NH:12][C:10](=[O:11])[C:9]([NH:8][C:6](=[O:7])[C:5]3[CH:29]=[CH:30][C:2]([F:1])=[CH:3][CH:4]=3)([CH3:27])[CH3:28])=[N:17][C:16]=2[C:18]2[CH:23]=[CH:22][CH:21]=[CH:20][CH:19]=2)=[O:25])[CH2:71][CH2:70]1)=[O:63])([CH3:68])([CH3:66])[CH3:67], predict the reactants needed to synthesize it. The reactants are: [F:1][C:2]1[CH:30]=[CH:29][C:5]([C:6]([NH:8][C:9]([CH3:28])([CH3:27])[C:10]([NH:12][C:13]2[S:14][C:15]([C:24](O)=[O:25])=[C:16]([C:18]3[CH:23]=[CH:22][CH:21]=[CH:20][CH:19]=3)[N:17]=2)=[O:11])=[O:7])=[CH:4][CH:3]=1.CN(C(ON1N=NC2C=CC=CC1=2)=[N+](C)C)C.F[P-](F)(F)(F)(F)F.C(N(CC)CC)C.[C:62]([N:69]1[CH2:74][CH2:73][NH:72][CH2:71][CH2:70]1)([O:64][C:65]([CH3:68])([CH3:67])[CH3:66])=[O:63]. (7) Given the product [CH3:38][O:37][C:33]1[CH:32]=[C:31]([NH:30][CH:23]([C:24]2[CH:29]=[CH:28][CH:27]=[CH:26][CH:25]=2)[C:21]([C:14]2[C:15]3[C:20](=[CH:19][CH:18]=[CH:17][CH:16]=3)[N:12]([S:9]([CH3:8])(=[O:11])=[O:10])[CH:13]=2)=[O:22])[CH:36]=[CH:35][CH:34]=1, predict the reactants needed to synthesize it. The reactants are: C(N(CC)CC)C.[CH3:8][S:9]([N:12]1[C:20]2[C:15](=[CH:16][CH:17]=[CH:18][CH:19]=2)[C:14]([CH:21]=[O:22])=[CH:13]1)(=[O:11])=[O:10].[CH:23](=[N:30][C:31]1[CH:36]=[CH:35][CH:34]=[C:33]([O:37][CH3:38])[CH:32]=1)[C:24]1[CH:29]=[CH:28][CH:27]=[CH:26][CH:25]=1.